From a dataset of Full USPTO retrosynthesis dataset with 1.9M reactions from patents (1976-2016). Predict the reactants needed to synthesize the given product. Given the product [CH2:22]([O:21][N:13]1[C:14]2[N:15]=[CH:16][N:17]=[C:18]([CH3:20])[C:19]=2[C:10]([NH:9][CH2:8][C:5]2[CH:4]=[CH:3][C:2]([N:1]([S:41]([CH3:40])(=[O:43])=[O:42])[S:41]([CH3:40])(=[O:43])=[O:42])=[N:7][CH:6]=2)=[CH:11][C:12]1=[O:29])[C:23]1[CH:24]=[CH:25][CH:26]=[CH:27][CH:28]=1, predict the reactants needed to synthesize it. The reactants are: [NH2:1][C:2]1[N:7]=[CH:6][C:5]([CH2:8][NH:9][C:10]2[C:19]3[C:18]([CH3:20])=[N:17][CH:16]=[N:15][C:14]=3[N:13]([O:21][CH2:22][C:23]3[CH:28]=[CH:27][CH:26]=[CH:25][CH:24]=3)[C:12](=[O:29])[CH:11]=2)=[CH:4][CH:3]=1.C(N(CC)CC)C.C(Cl)Cl.[CH3:40][S:41](Cl)(=[O:43])=[O:42].